From a dataset of Forward reaction prediction with 1.9M reactions from USPTO patents (1976-2016). Predict the product of the given reaction. (1) Given the reactants [CH:1]([C@:4]1([C:10]([OH:12])=O)[CH2:8][CH2:7][C:6](=[O:9])[CH2:5]1)([CH3:3])[CH3:2].C(Cl)(=O)C(Cl)=O.C([N:21](CC)CC)C, predict the reaction product. The product is: [CH:1]([C:4]1([C:10]([NH2:21])=[O:12])[CH2:8][CH2:7][C:6](=[O:9])[CH2:5]1)([CH3:3])[CH3:2]. (2) Given the reactants [Cl:1][C:2]1[CH:7]=[CH:6][CH:5]=[C:4]([Cl:8])[C:3]=1[C:9]1[NH:10][C:11]2[CH:17]=[C:16]([C:18]([OH:20])=O)[CH:15]=[CH:14][C:12]=2[N:13]=1.CN(C=O)C.C(Cl)[Cl:27], predict the reaction product. The product is: [ClH:1].[Cl:1][C:2]1[CH:7]=[CH:6][CH:5]=[C:4]([Cl:8])[C:3]=1[C:9]1[NH:10][C:11]2[CH:17]=[C:16]([C:18]([Cl:27])=[O:20])[CH:15]=[CH:14][C:12]=2[N:13]=1. (3) Given the reactants [Si:1]([O:8][C@@H:9]1[C@@:37]2([CH3:38])[C:13](=[CH:14][CH:15]=[C:16]3[C@@H:36]2[CH2:35][CH2:34][C@@:33]2([CH3:39])[C@H:17]3[CH2:18][CH:19]=[C:20]2[C@@H:21]([S:23]C(OC2C=CC=CC=2)=O)[CH3:22])[CH2:12][C@@H:11]([OH:40])[CH2:10]1)([C:4]([CH3:7])([CH3:6])[CH3:5])([CH3:3])[CH3:2].Br[CH2:42][CH2:43][CH2:44][CH2:45][C:46]([CH3:49])([OH:48])[CH3:47].O1CCCC1.[OH-].[K+], predict the reaction product. The product is: [Si:1]([O:8][C@@H:9]1[C@@:37]2([CH3:38])[C:13](=[CH:14][CH:15]=[C:16]3[C@@H:36]2[CH2:35][CH2:34][C@@:33]2([CH3:39])[C@H:17]3[CH2:18][CH:19]=[C:20]2[C@@H:21]([S:23][CH2:42][CH2:43][CH2:44][CH2:45][C:46]([OH:48])([CH3:49])[CH3:47])[CH3:22])[CH2:12][C@@H:11]([OH:40])[CH2:10]1)([C:4]([CH3:7])([CH3:5])[CH3:6])([CH3:2])[CH3:3]. (4) Given the reactants [C:1]1([C:7]2[C:15]3[C:10](=[N:11][CH:12]=[CH:13][CH:14]=3)[NH:9][CH:8]=2)[CH:6]=[CH:5][CH:4]=[CH:3][CH:2]=1.CC(C)([O-])C.[K+].[F:22][C:23]1[CH:42]=[CH:41][C:26]([CH2:27][NH:28][C:29]([C:31]2[CH:36]=[CH:35][C:34]([S:37](Cl)(=[O:39])=[O:38])=[CH:33][CH:32]=2)=[O:30])=[CH:25][CH:24]=1, predict the reaction product. The product is: [F:22][C:23]1[CH:24]=[CH:25][C:26]([CH2:27][NH:28][C:29](=[O:30])[C:31]2[CH:36]=[CH:35][C:34]([S:37]([N:9]3[C:10]4=[N:11][CH:12]=[CH:13][CH:14]=[C:15]4[C:7]([C:1]4[CH:2]=[CH:3][CH:4]=[CH:5][CH:6]=4)=[CH:8]3)(=[O:38])=[O:39])=[CH:33][CH:32]=2)=[CH:41][CH:42]=1. (5) Given the reactants [C:1]([O:5][C:6]([NH:8][CH2:9][C:10]([CH3:17])([CH3:16])[C:11](OCC)=[O:12])=[O:7])([CH3:4])([CH3:3])[CH3:2].O.[NH2:19][NH2:20], predict the reaction product. The product is: [NH:19]([C:11](=[O:12])[C:10]([CH3:17])([CH3:16])[CH2:9][NH:8][C:6](=[O:7])[O:5][C:1]([CH3:4])([CH3:3])[CH3:2])[NH2:20]. (6) Given the reactants [Cl:1][C:2]1[CH:9]=[CH:8][CH:7]=[C:6]([F:10])[C:3]=1[CH:4]=O.[CH:11]1([NH2:14])[CH2:13][CH2:12]1, predict the reaction product. The product is: [Cl:1][C:2]1[CH:9]=[CH:8][CH:7]=[C:6]([F:10])[C:3]=1[CH2:4][NH:14][CH:11]1[CH2:13][CH2:12]1. (7) Given the reactants [C:1]([O:5][C:6]([N:8]1[CH2:12][C@@H:11]([CH3:13])[CH2:10][C@H:9]1[C:14](O)=[O:15])=[O:7])([CH3:4])([CH3:3])[CH3:2].C1COCC1.B.C1COCC1.[NH4+].[Cl-], predict the reaction product. The product is: [OH:15][CH2:14][C@@H:9]1[CH2:10][C@H:11]([CH3:13])[CH2:12][N:8]1[C:6]([O:5][C:1]([CH3:2])([CH3:4])[CH3:3])=[O:7]. (8) Given the reactants Br[C:2]1[N:3]=[C:4]2[N:10]([C@@H:11]([C:13]3[CH:18]=[CH:17][CH:16]=[CH:15][CH:14]=3)[CH3:12])[C:9](=[O:19])[N:8]([CH3:20])[C:5]2=[N:6][CH:7]=1.BrC1N=C2N([C@@H:32]([C:34]3[CH:39]=[CH:38][CH:37]=[CH:36][CH:35]=3)[CH3:33])C(=O)NC2=NC=1.C(=O)([O-])[O-].[Cs+].[Cs+].COS(OC)(=O)=O.[CH3:53][N:54](C)C=O, predict the reaction product. The product is: [CH3:20][N:8]1[C:5]2=[N:6][CH:7]=[C:2]([C:39]3[CH:38]=[CH:37][CH:36]=[C:35]4[C:34]=3[CH:32]=[CH:33][CH:53]=[N:54]4)[N:3]=[C:4]2[N:10]([C@@H:11]([C:13]2[CH:18]=[CH:17][CH:16]=[CH:15][CH:14]=2)[CH3:12])[C:9]1=[O:19]. (9) Given the reactants [CH3:1][O:2][C:3]1[CH:8]=[C:7]([O:9][CH3:10])[CH:6]=[CH:5][C:4]=1[C:11]1[N:12]([CH2:17][CH:18]([CH3:20])[CH3:19])[C:13](S)=[N:14][N:15]=1, predict the reaction product. The product is: [CH3:1][O:2][C:3]1[CH:8]=[C:7]([O:9][CH3:10])[CH:6]=[CH:5][C:4]=1[C:11]1[N:12]([CH2:17][CH:18]([CH3:20])[CH3:19])[CH:13]=[N:14][N:15]=1.